From a dataset of Catalyst prediction with 721,799 reactions and 888 catalyst types from USPTO. Predict which catalyst facilitates the given reaction. (1) Reactant: [CH3:1][C:2]1([CH:7]([CH3:11])[C:8]([OH:10])=O)[O:6][CH2:5][CH2:4][O:3]1.C(Cl)(=O)C(Cl)=O.[CH2:18]([NH2:26])[CH2:19][C:20]1[CH:25]=[CH:24][CH:23]=[CH:22][CH:21]=1. Product: [CH3:1][C:2]1([CH:7]([CH3:11])[C:8]([NH:26][CH2:18][CH2:19][C:20]2[CH:25]=[CH:24][CH:23]=[CH:22][CH:21]=2)=[O:10])[O:3][CH2:4][CH2:5][O:6]1. The catalyst class is: 272. (2) The catalyst class is: 23. Reactant: [NH2:1][C@H:2]1[CH2:7][CH2:6][C@H:5]([C:8]([OH:10])=[O:9])[CH2:4][CH2:3]1.C(N(CC)CC)C.Cl[C:19]1[N:24]=[C:23]([N:25]2[CH2:30][CH2:29][N:28]([CH3:31])[CH2:27][CH2:26]2)[N:22]=[C:21]([NH:32][CH3:33])[N:20]=1. Product: [CH3:33][NH:32][C:21]1[N:22]=[C:23]([N:25]2[CH2:30][CH2:29][N:28]([CH3:31])[CH2:27][CH2:26]2)[N:24]=[C:19]([NH:1][C@H:2]2[CH2:7][CH2:6][C@H:5]([C:8]([OH:10])=[O:9])[CH2:4][CH2:3]2)[N:20]=1. (3) Reactant: [CH3:1][O:2][C:3]1[C:8]([CH3:9])=[C:7]([C:10]2[CH:11]=[CH:12][C:13]3[C:14]4[N:23]([C@H:24]5[CH2:28][CH2:27][O:26][CH2:25]5)[N:22]=[CH:21][C:15]=4[C:16](=[O:20])[NH:17][C:18]=3[CH:19]=2)[C:6]([CH3:29])=[CH:5][N:4]=1.O.[C:31]1([S:37]([OH:40])(=[O:39])=[O:38])[CH:36]=[CH:35][CH:34]=[CH:33][CH:32]=1. Product: [C:31]1([S:37]([OH:40])(=[O:39])=[O:38])[CH:36]=[CH:35][CH:34]=[CH:33][CH:32]=1.[CH3:1][O:2][C:3]1[C:8]([CH3:9])=[C:7]([C:10]2[CH:11]=[CH:12][C:13]3[C:14]4[N:23]([C@H:24]5[CH2:28][CH2:27][O:26][CH2:25]5)[N:22]=[CH:21][C:15]=4[C:16](=[O:20])[NH:17][C:18]=3[CH:19]=2)[C:6]([CH3:29])=[CH:5][N:4]=1. The catalyst class is: 131. (4) Reactant: C([O:3][C:4]([C:6]1[CH:10]=[C:9]([C:11]([CH3:14])([CH3:13])[CH3:12])[N:8]([C:15]2[CH:20]=[CH:19][C:18]([S:21]([CH3:24])(=[O:23])=[O:22])=[CH:17][CH:16]=2)[N:7]=1)=O)C.[H-].[H-].[H-].[H-].[Li+].[Al+3].CCOC(C)=O.O. Product: [C:11]([C:9]1[N:8]([C:15]2[CH:20]=[CH:19][C:18]([S:21]([CH3:24])(=[O:22])=[O:23])=[CH:17][CH:16]=2)[N:7]=[C:6]([CH2:4][OH:3])[CH:10]=1)([CH3:14])([CH3:12])[CH3:13]. The catalyst class is: 1. (5) Reactant: S(Cl)([Cl:3])=O.[N+:5]([C:8]1[CH:9]=[C:10]([N:15]2[N:19]=[CH:18][CH:17]=[N:16]2)[C:11](O)=[N:12][CH:13]=1)([O-:7])=[O:6].[N+:20]([C:23]1[CH:24]=[C:25]([N:30]2[CH:34]=[CH:33][N:32]=[N:31]2)[C:26](O)=[N:27][CH:28]=1)([O-:22])=[O:21]. Product: [Cl:3][C:11]1[C:10]([N:15]2[N:19]=[CH:18][CH:17]=[N:16]2)=[CH:9][C:8]([N+:5]([O-:7])=[O:6])=[CH:13][N:12]=1.[Cl:3][C:26]1[C:25]([N:30]2[CH:34]=[CH:33][N:32]=[N:31]2)=[CH:24][C:23]([N+:20]([O-:22])=[O:21])=[CH:28][N:27]=1. The catalyst class is: 3. (6) Reactant: [F:1][C:2]1[CH:18]=[CH:17][C:5]([CH2:6][CH2:7][NH:8][C:9](=O)[C:10]2[CH:15]=[CH:14][CH:13]=[CH:12][CH:11]=2)=[CH:4][CH:3]=1. Product: [F:1][C:2]1[CH:18]=[C:17]2[C:5]([CH2:6][CH2:7][N:8]=[C:9]2[C:10]2[CH:15]=[CH:14][CH:13]=[CH:12][CH:11]=2)=[CH:4][CH:3]=1. The catalyst class is: 6. (7) Reactant: [Cl:1][C:2]1[C:3]([F:16])=[C:4]([CH:7]=[C:8]([N:10]2[CH2:15][CH2:14][O:13][CH2:12][CH2:11]2)[CH:9]=1)[C:5]#[N:6].B.C1COCC1. Product: [Cl:1][C:2]1[C:3]([F:16])=[C:4]([CH:7]=[C:8]([N:10]2[CH2:15][CH2:14][O:13][CH2:12][CH2:11]2)[CH:9]=1)[CH2:5][NH2:6]. The catalyst class is: 1. (8) Reactant: [Li][CH2:2][CH2:3]CC.CC1(C)CCCC(C)(C)N1.N#N.[Br:18][C:19]1[CH:20]=[N:21][CH:22]=[C:23]([CH:27]=1)[C:24]([OH:26])=[O:25].C(=O)C. Product: [Br:18][C:19]1[C:27]2[CH:2]([CH3:3])[O:25][C:24](=[O:26])[C:23]=2[CH:22]=[N:21][CH:20]=1. The catalyst class is: 1. (9) Reactant: Br[C:2]1[C:7]([N+:8]([O-:10])=[O:9])=[CH:6][CH:5]=[CH:4][N:3]=1.[Cl:11][C:12]1[CH:17]=[CH:16][C:15](B(O)O)=[CH:14][C:13]=1[C:21]([O:23][CH3:24])=[O:22].C(=O)([O-])[O-].[Na+].[Na+].C(O)C. Product: [Cl:11][C:12]1[CH:17]=[CH:16][C:15]([C:2]2[C:7]([N+:8]([O-:10])=[O:9])=[CH:6][CH:5]=[CH:4][N:3]=2)=[CH:14][C:13]=1[C:21]([O:23][CH3:24])=[O:22]. The catalyst class is: 109.